From a dataset of HIV replication inhibition screening data with 41,000+ compounds from the AIDS Antiviral Screen. Binary Classification. Given a drug SMILES string, predict its activity (active/inactive) in a high-throughput screening assay against a specified biological target. (1) The compound is Cc1cc2c(C(C)C)c(O)c(O)c(C=Nc3cccc(Cl)c3)c2c(O)c1-c1c(C)cc2c(C(C)C)c(O)c(O)c(C=Nc3cccc(Cl)c3)c2c1O. The result is 0 (inactive). (2) The compound is COc1c2cc(C(C)(C)C)cc1Cc1cccc(c1O)Cc1cc(C(C)(C)C)cc(c1OC)Cc1cccc(c1O)Cc1cc(C(C)(C)C)cc(c1OC)Cc1cccc(c1O)C2. The result is 0 (inactive).